From a dataset of Reaction yield outcomes from USPTO patents with 853,638 reactions. Predict the reaction yield, written as a fraction of the theoretical maximum amount of product (1.0 means a 100% yield; for example, 0.34 means a 34% yield). The reactants are [CH2:1]([O:3][C:4]([NH:6][CH:7]([C:19]1[CH:24]=[CH:23][CH:22]=[CH:21][CH:20]=1)[C:8]([O:10][C@@H:11]1[CH:16]2[CH2:17][CH2:18][N:13]([CH2:14][CH2:15]2)[CH2:12]1)=[O:9])=[O:5])[CH3:2].[Br:25][CH2:26][C:27]([C:29]1[CH:34]=[CH:33][CH:32]=[CH:31][CH:30]=1)=[O:28]. The catalyst is CCOC(C)=O.C(#N)C. The product is [Br-:25].[CH2:1]([O:3][C:4]([NH:6][CH:7]([C:19]1[CH:24]=[CH:23][CH:22]=[CH:21][CH:20]=1)[C:8]([O:10][C@@H:11]1[CH:16]2[CH2:15][CH2:14][N+:13]([CH2:26][C:27](=[O:28])[C:29]3[CH:34]=[CH:33][CH:32]=[CH:31][CH:30]=3)([CH2:18][CH2:17]2)[CH2:12]1)=[O:9])=[O:5])[CH3:2]. The yield is 0.800.